From a dataset of Reaction yield outcomes from USPTO patents with 853,638 reactions. Predict the reaction yield, written as a fraction of the theoretical maximum amount of product (1.0 means a 100% yield; for example, 0.34 means a 34% yield). (1) The reactants are [Br:1][C:2]1[CH:7]=[CH:6][C:5]([N:8]2[C:12](C(O)=O)=[C:11]([CH3:16])[N:10]=[N:9]2)=[C:4]([O:17][CH3:18])[CH:3]=1.C([N:21]([CH2:24]C)CC)C.C1(P(N=[N+]=[N-])(C2C=CC=CC=2)=[O:33])C=CC=CC=1.[C:43]1([C@H:49]([OH:51])[CH3:50])[CH:48]=[CH:47][CH:46]=[CH:45][CH:44]=1. The catalyst is C1(C)C=CC=CC=1. The product is [C:43]1([C@H:49]([O:51][C:24](=[O:33])[NH:21][C:12]2[N:8]([C:5]3[CH:6]=[CH:7][C:2]([Br:1])=[CH:3][C:4]=3[O:17][CH3:18])[N:9]=[N:10][C:11]=2[CH3:16])[CH3:50])[CH:48]=[CH:47][CH:46]=[CH:45][CH:44]=1. The yield is 0.820. (2) The reactants are [CH3:1][NH:2][CH2:3][C:4]1[S:8][C:7]2[CH:9]=[CH:10][CH:11]=[CH:12][C:6]=2[C:5]=1[CH3:13].CNCC1C=CC2C(=CC=CC=2)C=1CCC.[ClH:30].[O:31]=[C:32]1[C@@H:41]2[N:37]([CH2:38][CH2:39][CH2:40]2)[CH2:36][C:35]2[CH:42]=[C:43](/[CH:46]=[CH:47]/[C:48](O)=[O:49])[CH:44]=[N:45][C:34]=2[NH:33]1.Cl.CN1CC2C=C(/C=C/C(O)=O)C=NC=2NC(=O)C1. The catalyst is CO. The product is [ClH:30].[CH3:1][N:2]([CH2:3][C:4]1[S:8][C:7]2[CH:9]=[CH:10][CH:11]=[CH:12][C:6]=2[C:5]=1[CH3:13])[C:48](=[O:49])/[CH:47]=[CH:46]/[C:43]1[CH:44]=[N:45][C:34]2[NH:33][C:32](=[O:31])[C@@H:41]3[N:37]([CH2:38][CH2:39][CH2:40]3)[CH2:36][C:35]=2[CH:42]=1. The yield is 0.570.